This data is from Catalyst prediction with 721,799 reactions and 888 catalyst types from USPTO. The task is: Predict which catalyst facilitates the given reaction. (1) Reactant: [F:1][C:2]1[CH:3]=[CH:4][C:5]([CH2:10][CH2:11][C:12]2[CH:17]=[CH:16][C:15]([O:18][CH3:19])=[CH:14][CH:13]=2)=[C:6]([CH2:8]O)[CH:7]=1.[BrH:20].[C:21]1([PH+:27]([C:34]2[CH:39]=[CH:38][CH:37]=[CH:36][CH:35]=2)[C:28]2[CH:33]=[CH:32][CH:31]=[CH:30][CH:29]=2)[CH:26]=[CH:25][CH:24]=[CH:23][CH:22]=1. Product: [Br-:20].[F:1][C:2]1[CH:3]=[CH:4][C:5]([CH2:10][CH2:11][C:12]2[CH:17]=[CH:16][C:15]([O:18][CH3:19])=[CH:14][CH:13]=2)=[C:6]([CH:7]=1)[CH2:8][P+:27]([C:28]1[CH:29]=[CH:30][CH:31]=[CH:32][CH:33]=1)([C:34]1[CH:39]=[CH:38][CH:37]=[CH:36][CH:35]=1)[C:21]1[CH:22]=[CH:23][CH:24]=[CH:25][CH:26]=1. The catalyst class is: 10. (2) Reactant: C([O:9][CH2:10][CH2:11][O:12][CH2:13][CH2:14][N:15]1[C:23]2[C:22]([Cl:24])=[N:21][CH:20]=[N:19][C:18]=2[CH:17]=[CH:16]1)(=O)C1C=CC=CC=1.[Cl:25][C:26]1[CH:27]=[C:28]([CH:30]=[CH:31][C:32]=1[O:33][C:34]1[CH:39]=[CH:38][CH:37]=[C:36]([O:40][C:41]2[CH:46]=[CH:45][CH:44]=[CH:43][CH:42]=2)[CH:35]=1)[NH2:29].CN1CCCC1=O. Product: [ClH:24].[Cl:25][C:26]1[CH:27]=[C:28]([NH:29][C:22]2[C:23]3[N:15]([CH2:14][CH2:13][O:12][CH2:11][CH2:10][OH:9])[CH:16]=[CH:17][C:18]=3[N:19]=[CH:20][N:21]=2)[CH:30]=[CH:31][C:32]=1[O:33][C:34]1[CH:39]=[CH:38][CH:37]=[C:36]([O:40][C:41]2[CH:46]=[CH:45][CH:44]=[CH:43][CH:42]=2)[CH:35]=1. The catalyst class is: 13. (3) Reactant: [Cl:1][C:2]1[N:3]=[C:4]([CH2:13][NH:14][CH:15]2[CH2:20][CH2:19][N:18]([CH2:21][CH2:22][N:23]3[C:32]4[C:27](=[CH:28][CH:29]=[C:30]([F:33])[CH:31]=4)[CH:26]=[CH:25][C:24]3=[O:34])[CH2:17][CH2:16]2)[NH:5][C:6]2[C:7]=1[O:8][CH2:9][C:10](=[O:12])[N:11]=2.C([O-])(O)=O.[Na+].[H][H]. Product: [ClH:1].[F:33][C:30]1[CH:31]=[C:32]2[C:27]([CH:26]=[CH:25][C:24](=[O:34])[N:23]2[CH2:22][CH2:21][N:18]2[CH2:19][CH2:20][CH:15]([NH:14][CH2:13][C:4]3[NH:5][C:6]4[C:7]([O:8][CH2:9][C:10](=[O:12])[N:11]=4)=[CH:2][N:3]=3)[CH2:16][CH2:17]2)=[CH:28][CH:29]=1. The catalyst class is: 19. (4) Reactant: [CH3:1][O:2][C:3]1[C:8]2[N:9](COCC[Si](C)(C)C)[CH:10]=[C:11]([C:12]3[CH:17]=[CH:16][CH:15]=[CH:14][C:13]=3[CH3:18])[C:7]=2[C:6]([C:27]#[N:28])=[CH:5][N:4]=1.C([SiH](CC)CC)C. Product: [CH3:1][O:2][C:3]1[C:8]2[NH:9][CH:10]=[C:11]([C:12]3[CH:17]=[CH:16][CH:15]=[CH:14][C:13]=3[CH3:18])[C:7]=2[C:6]([C:27]#[N:28])=[CH:5][N:4]=1. The catalyst class is: 55. (5) Reactant: C(OC([N:11]1[CH2:16][CH2:15][CH:14]([CH2:17][NH:18][C:19]([O:21][C:22]([CH3:25])([CH3:24])[CH3:23])=[O:20])[CH2:13][CH2:12]1)=O)C1C=CC=CC=1.C1COCC1.[H][H]. Product: [C:22]([O:21][C:19](=[O:20])[NH:18][CH2:17][CH:14]1[CH2:13][CH2:12][NH:11][CH2:16][CH2:15]1)([CH3:25])([CH3:23])[CH3:24]. The catalyst class is: 43. (6) Reactant: [CH2:1]([O:3][C:4](=[O:19])[C:5](=O)[CH2:6][C:7](=[O:17])[CH2:8][C:9](=O)[C:10]1[CH:15]=[CH:14][CH:13]=[CH:12][N:11]=1)[CH3:2].C([O-])(=O)C.[NH4+:24]. Product: [CH2:1]([O:3][C:4]([C:5]1[N:24]=[C:9]([C:10]2[CH:15]=[CH:14][CH:13]=[CH:12][N:11]=2)[CH:8]=[C:7]([OH:17])[CH:6]=1)=[O:19])[CH3:2]. The catalyst class is: 8. (7) Reactant: C(OC(=O)NC1C=CC=[C:10]([CH2:14][N:15]2[CH:19]=[CH:18][C:17]([NH:20][C:21](=[O:40])[C@@H:22]([C:29]3[CH:34]=[CH:33][C:32]([S:35]([CH3:38])(=[O:37])=[O:36])=[C:31]([Cl:39])[CH:30]=3)[CH2:23][CH:24]3[CH2:28][CH2:27][CH2:26][CH2:25]3)=[N:16]2)C=1)(C)(C)C.C(Cl)(=O)C(Cl)=O.[CH:48]([O:51]CCN1C=CC(N)=N1)([CH3:50])[CH3:49].N1C(C)=CC=CC=1C. Product: [Cl:39][C:31]1[CH:30]=[C:29]([C@@H:22]([CH2:23][CH:24]2[CH2:28][CH2:27][CH2:26][CH2:25]2)[C:21]([NH:20][C:17]2[CH:18]=[CH:19][N:15]([CH2:14][CH2:10][O:51][CH:48]([CH3:50])[CH3:49])[N:16]=2)=[O:40])[CH:34]=[CH:33][C:32]=1[S:35]([CH3:38])(=[O:36])=[O:37]. The catalyst class is: 306.